From a dataset of NCI-60 drug combinations with 297,098 pairs across 59 cell lines. Regression. Given two drug SMILES strings and cell line genomic features, predict the synergy score measuring deviation from expected non-interaction effect. (1) Cell line: CCRF-CEM. Drug 2: C1CCC(C(C1)N)N.C(=O)(C(=O)[O-])[O-].[Pt+4]. Synergy scores: CSS=52.1, Synergy_ZIP=-2.95, Synergy_Bliss=-2.82, Synergy_Loewe=-2.49, Synergy_HSA=0.149. Drug 1: C1=CC(=CC=C1CCC2=CNC3=C2C(=O)NC(=N3)N)C(=O)NC(CCC(=O)O)C(=O)O. (2) Drug 1: C1CN1P(=S)(N2CC2)N3CC3. Drug 2: CNC(=O)C1=NC=CC(=C1)OC2=CC=C(C=C2)NC(=O)NC3=CC(=C(C=C3)Cl)C(F)(F)F. Cell line: A498. Synergy scores: CSS=8.40, Synergy_ZIP=-1.12, Synergy_Bliss=3.25, Synergy_Loewe=-2.98, Synergy_HSA=0.711. (3) Drug 1: C1=CC(=CC=C1CCC2=CNC3=C2C(=O)NC(=N3)N)C(=O)NC(CCC(=O)O)C(=O)O. Drug 2: CC(CN1CC(=O)NC(=O)C1)N2CC(=O)NC(=O)C2. Cell line: SF-539. Synergy scores: CSS=49.0, Synergy_ZIP=2.27, Synergy_Bliss=1.29, Synergy_Loewe=2.89, Synergy_HSA=4.54. (4) Drug 1: C1=CC=C(C(=C1)C(C2=CC=C(C=C2)Cl)C(Cl)Cl)Cl. Drug 2: CC(C)CN1C=NC2=C1C3=CC=CC=C3N=C2N. Cell line: SNB-19. Synergy scores: CSS=0.624, Synergy_ZIP=-1.52, Synergy_Bliss=-4.04, Synergy_Loewe=-1.72, Synergy_HSA=-3.64.